Dataset: TCR-epitope binding with 47,182 pairs between 192 epitopes and 23,139 TCRs. Task: Binary Classification. Given a T-cell receptor sequence (or CDR3 region) and an epitope sequence, predict whether binding occurs between them. (1) The epitope is TAFTIPSI. The TCR CDR3 sequence is CASSPNMGTEAFF. Result: 0 (the TCR does not bind to the epitope). (2) The epitope is QVPLRPMTYK. The TCR CDR3 sequence is CSVEDLGLTNNEQFF. Result: 0 (the TCR does not bind to the epitope). (3) The epitope is GMFNMLSTVLGVS. The TCR CDR3 sequence is CASSKSRTGTSGSSYNEQFF. Result: 0 (the TCR does not bind to the epitope). (4) The epitope is FLYNLLTRV. The TCR CDR3 sequence is CAGGLLNQPQHF. Result: 1 (the TCR binds to the epitope). (5) The epitope is NLVPMVATV. The TCR CDR3 sequence is CSARDLETSGGLETQYF. Result: 1 (the TCR binds to the epitope). (6) The epitope is FPRPWLHGL. The TCR CDR3 sequence is CASSQEARGTGELFF. Result: 0 (the TCR does not bind to the epitope). (7) The epitope is YFPLQSYGF. The TCR CDR3 sequence is CSVVLVAKNIQYF. Result: 1 (the TCR binds to the epitope).